Dataset: Catalyst prediction with 721,799 reactions and 888 catalyst types from USPTO. Task: Predict which catalyst facilitates the given reaction. (1) Reactant: [CH3:1][N:2]1[C:14]2[CH2:13][CH2:12][CH:11]([CH:15]3[CH2:20][CH2:19][O:18][CH2:17][CH2:16]3)[CH2:10][C:9]=2[C:8]2[C:3]1=[CH:4][CH:5]=[C:6]([C:21](O)=[O:22])[CH:7]=2.[C:24]([NH:31][C@H:32]1[CH2:36][CH2:35][NH:34][CH2:33]1)([O:26][C:27]([CH3:30])([CH3:29])[CH3:28])=[O:25].F[P-](F)(F)(F)(F)F.N1(OC(N(C)C)=[N+](C)C)C2N=CC=CC=2N=N1.C(N(CC)C(C)C)(C)C. Product: [CH3:1][N:2]1[C:14]2[CH2:13][CH2:12][CH:11]([CH:15]3[CH2:20][CH2:19][O:18][CH2:17][CH2:16]3)[CH2:10][C:9]=2[C:8]2[C:3]1=[CH:4][CH:5]=[C:6]([C:21]([N:34]1[CH2:35][CH2:36][C@H:32]([NH:31][C:24](=[O:25])[O:26][C:27]([CH3:30])([CH3:29])[CH3:28])[CH2:33]1)=[O:22])[CH:7]=2. The catalyst class is: 3. (2) Reactant: [Cl-].[CH:2]1[C:11]2[C:6](=[CH:7][CH:8]=[CH:9][CH:10]=2)[CH:5]=[CH:4][C:3]=1[C:12](=[O:15])[CH2:13][NH3+:14].[F:16][C:17]1[CH:22]=[CH:21][CH:20]=[CH:19][C:18]=1[S:23](Cl)(=[O:25])=[O:24].CCN(CC)CC. Product: [F:16][C:17]1[CH:22]=[CH:21][CH:20]=[CH:19][C:18]=1[S:23]([NH:14][CH2:13][C:12]([C:3]1[CH:4]=[CH:5][C:6]2[C:11](=[CH:10][CH:9]=[CH:8][CH:7]=2)[CH:2]=1)=[O:15])(=[O:25])=[O:24]. The catalyst class is: 3. (3) Reactant: CS(C1SC2C=CC=CC=2N=1)=O.[N:13]1[C:21]2[C:16](=[N:17][CH:18]=[CH:19][CH:20]=2)[N:15]([CH2:22][C:23]2[CH:35]=[CH:34][C:26]3[N:27]=[C:28](S(C)(=O)=O)[S:29][C:25]=3[CH:24]=2)[CH:14]=1.[NH2:36][C@@H:37]([CH:40]1[CH2:45][CH2:44][CH2:43][CH2:42][CH2:41]1)[CH2:38][OH:39].CCN(C(C)C)C(C)C. Product: [N:13]1[C:21]2[C:16](=[N:17][CH:18]=[CH:19][CH:20]=2)[N:15]([CH2:22][C:23]2[CH:35]=[CH:34][C:26]3[N:27]=[C:28]([NH:36][C@@H:37]([CH:40]4[CH2:45][CH2:44][CH2:43][CH2:42][CH2:41]4)[CH2:38][OH:39])[S:29][C:25]=3[CH:24]=2)[CH:14]=1. The catalyst class is: 44. (4) Reactant: [CH:1]([N:4]1[C:8]([C:9]2[N:18]=[C:17]3[N:11]([CH2:12][CH2:13][O:14][C:15]4[CH:22]=[C:21](O)[N:20]=[CH:19][C:16]=43)[CH:10]=2)=[N:7][CH:6]=[N:5]1)([CH3:3])[CH3:2].[H-].[Na+].[CH:26]12[NH:33][CH:30]([CH2:31][CH2:32]1)[CH2:29][NH:28][C:27]2=[O:34].C(N(CC)CC)C. Product: [CH:1]([N:4]1[C:8]([C:9]2[N:18]=[C:17]3[C:16]4[CH:19]=[N:20][C:21]([N:33]5[CH:30]6[CH2:31][CH2:32][CH:26]5[C:27](=[O:34])[NH:28][CH2:29]6)=[CH:22][C:15]=4[O:14][CH2:13][CH2:12][N:11]3[CH:10]=2)=[N:7][CH:6]=[N:5]1)([CH3:2])[CH3:3]. The catalyst class is: 37. (5) Reactant: [NH2:1][O:2][CH:3]([C:8]1[CH:13]=[CH:12][CH:11]=[CH:10][CH:9]=1)[C:4](OC)=[O:5].[H-].[H-].[H-].[H-].[Li+].[Al+3]. Product: [NH2:1][O:2][CH:3]([C:8]1[CH:13]=[CH:12][CH:11]=[CH:10][CH:9]=1)[CH2:4][OH:5]. The catalyst class is: 28. (6) Reactant: [CH:1]1([CH2:6][C@H:7]([C:16]2[CH:21]=[CH:20][C:19]([S:22]([CH3:25])(=[O:24])=[O:23])=[CH:18][CH:17]=2)[C:8]([NH:10][C:11]2[S:12][CH:13]=[CH:14][N:15]=2)=[O:9])[CH2:5][CH2:4][CH2:3][CH2:2]1.[Br:26]N1C(=O)CCC1=O.C(OOC(=O)C1C=CC=CC=1)(=O)C1C=CC=CC=1. Product: [Br:26][C:13]1[S:12][C:11]([NH:10][C:8](=[O:9])[C@@H:7]([C:16]2[CH:21]=[CH:20][C:19]([S:22]([CH3:25])(=[O:24])=[O:23])=[CH:18][CH:17]=2)[CH2:6][CH:1]2[CH2:5][CH2:4][CH2:3][CH2:2]2)=[N:15][CH:14]=1. The catalyst class is: 53.